Dataset: Forward reaction prediction with 1.9M reactions from USPTO patents (1976-2016). Task: Predict the product of the given reaction. Given the reactants Cl[C:2]1[C:11]2[C:6](=[C:7]([O:14][CH3:15])[C:8]([O:12][CH3:13])=[CH:9][CH:10]=2)[N:5]=[CH:4][N:3]=1.[CH3:16][NH:17][CH:18]1[CH2:22][CH2:21][O:20][CH2:19]1.O, predict the reaction product. The product is: [CH3:13][O:12][C:8]1[C:7]([O:14][CH3:15])=[C:6]2[C:11]([C:2]([N:17]([CH3:16])[CH:18]3[CH2:22][CH2:21][O:20][CH2:19]3)=[N:3][CH:4]=[N:5]2)=[CH:10][CH:9]=1.